Predict the reaction yield, written as a fraction of the theoretical maximum amount of product (1.0 means a 100% yield; for example, 0.34 means a 34% yield). From a dataset of Reaction yield outcomes from USPTO patents with 853,638 reactions. (1) The reactants are [NH2:1][C:2]1[CH:11]=[C:10]([O:12][CH3:13])[C:9]([OH:14])=[CH:8][C:3]=1[C:4](OC)=[O:5].CC(O)=O.O.[CH:20]([NH2:22])=O. No catalyst specified. The product is [OH:14][C:9]1[CH:8]=[C:3]2[C:2](=[CH:11][C:10]=1[O:12][CH3:13])[N:1]=[CH:20][NH:22][C:4]2=[O:5]. The yield is 0.890. (2) The reactants are [F:1][C:2]1([F:39])[C:7]([C:12]2[CH:17]=[CH:16][C:15]([O:18][CH2:19][CH2:20][CH2:21][C:22]([F:25])([F:24])[F:23])=[CH:14][CH:13]=2)([C:8]([F:11])([F:10])[F:9])[NH:6][C:5](=[O:26])[C:4]([C:27]([O:29]CC)=[O:28])=[C:3]1[C:32]1[CH:37]=[CH:36][C:35]([CH3:38])=[CH:34][CH:33]=1.[Li+].[OH-]. The catalyst is CO. The product is [F:39][C:2]1([F:1])[C:7]([C:12]2[CH:17]=[CH:16][C:15]([O:18][CH2:19][CH2:20][CH2:21][C:22]([F:24])([F:25])[F:23])=[CH:14][CH:13]=2)([C:8]([F:9])([F:10])[F:11])[NH:6][C:5](=[O:26])[C:4]([C:27]([OH:29])=[O:28])=[C:3]1[C:32]1[CH:33]=[CH:34][C:35]([CH3:38])=[CH:36][CH:37]=1. The yield is 0.780. (3) The reactants are [S:1]1[CH:5]=[CH:4][CH:3]=[C:2]1[CH2:6][NH:7][C:8](=[O:19])OC1C=CC([N+]([O-])=O)=CC=1.[CH3:20][N:21]([CH2:23][C:24]([O:26][CH2:27][CH3:28])=[O:25])[NH2:22].C(N(CC)CC)C. The catalyst is ClCCl.C(OCC)(=O)C. The product is [CH3:20][N:21]([CH2:23][C:24]([O:26][CH2:27][CH3:28])=[O:25])[NH:22][C:8](=[O:19])[NH:7][CH2:6][C:2]1[S:1][CH:5]=[CH:4][CH:3]=1. The yield is 0.450. (4) The reactants are [Cl-].O[NH3+:3].[C:4](=[O:7])([O-])[OH:5].[Na+].CS(C)=O.[OH:13][C:14]1([CH2:18][O:19][C@H:20]2[CH2:25][CH2:24][C@H:23]([N:26]3[C:31](=[O:32])[C:30]([CH2:33][C:34]4[CH:39]=[CH:38][C:37]([C:40]5[C:41]([C:46]#[N:47])=[CH:42][CH:43]=[CH:44][CH:45]=5)=[CH:36][CH:35]=4)=[C:29]([CH2:48][CH2:49][CH3:50])[N:28]4[N:51]=[CH:52][N:53]=[C:27]34)[CH2:22][CH2:21]2)[CH2:17][CH2:16][CH2:15]1. The catalyst is O.C(OCC)(=O)C. The product is [OH:13][C:14]1([CH2:18][O:19][C@H:20]2[CH2:21][CH2:22][C@H:23]([N:26]3[C:31](=[O:32])[C:30]([CH2:33][C:34]4[CH:35]=[CH:36][C:37]([C:40]5[CH:45]=[CH:44][CH:43]=[CH:42][C:41]=5[C:46]5[NH:3][C:4](=[O:7])[O:5][N:47]=5)=[CH:38][CH:39]=4)=[C:29]([CH2:48][CH2:49][CH3:50])[N:28]4[N:51]=[CH:52][N:53]=[C:27]34)[CH2:24][CH2:25]2)[CH2:17][CH2:16][CH2:15]1. The yield is 0.460. (5) The reactants are [CH3:1][C:2]1[N:7]=[CH:6][C:5]([CH2:8][C:9]2[C:10](=[O:17])[N:11]=[C:12](SC)[NH:13][CH:14]=2)=[CH:4][N:3]=1.[Cl:18][C:19]1[CH:34]=[CH:33][C:22]([O:23][C:24]2[CH:29]=[CH:28][C:27]([CH2:30][CH2:31][NH2:32])=[CH:26][CH:25]=2)=[CH:21][C:20]=1[C:35]([F:38])([F:37])[F:36]. The catalyst is C(O)C. The product is [Cl:18][C:19]1[CH:34]=[CH:33][C:22]([O:23][C:24]2[CH:29]=[CH:28][C:27]([CH2:30][CH2:31][NH:32][C:12]3[NH:13][CH:14]=[C:9]([CH2:8][C:5]4[CH:4]=[N:3][C:2]([CH3:1])=[N:7][CH:6]=4)[C:10](=[O:17])[N:11]=3)=[CH:26][CH:25]=2)=[CH:21][C:20]=1[C:35]([F:36])([F:37])[F:38]. The yield is 0.655. (6) The reactants are [NH2:1][C:2]1[CH:3]=[C:4]([CH:7]=[CH:8][CH:9]=1)[C:5]#[N:6].[NH4+].[N:11]#[C:12][S-:13].O. The catalyst is Cl. The product is [C:5]([C:4]1[CH:3]=[C:2]([NH:1][C:12]([NH2:11])=[S:13])[CH:9]=[CH:8][CH:7]=1)#[N:6]. The yield is 0.150. (7) The catalyst is C(O)CCC. The reactants are CC1(C)C[O:5][C:4]([C:7]([C:10]2[CH:15]=[CH:14][C:13]([CH2:16][CH2:17][N:18]3[CH2:23][CH2:22][CH:21]([C:24]4[N:28]([CH2:29][CH2:30][O:31][CH2:32][CH3:33])[C:27]5[CH:34]=[CH:35][CH:36]=[CH:37][C:26]=5[N:25]=4)[CH2:20][CH2:19]3)=[CH:12][CH:11]=2)([CH3:9])[CH3:8])=N1.Cl.[OH-].[Na+].C([O:44]C(=O)C)C. The yield is 0.870. The product is [CH2:32]([O:31][CH2:30][CH2:29][N:28]1[C:27]2[CH:34]=[CH:35][CH:36]=[CH:37][C:26]=2[N:25]=[C:24]1[CH:21]1[CH2:20][CH2:19][N:18]([CH2:17][CH2:16][C:13]2[CH:12]=[CH:11][C:10]([C:7]([CH3:9])([CH3:8])[C:4]([OH:44])=[O:5])=[CH:15][CH:14]=2)[CH2:23][CH2:22]1)[CH3:33]. (8) The reactants are [OH:1][C:2]1[CH:7]=[CH:6][C:5]([CH2:8][C:9]#[N:10])=[CH:4][CH:3]=1.[C:11](=O)([O-])[O-].[K+].[K+].[CH2:17](Br)[C:18]1[CH:23]=[CH:22][CH:21]=[CH:20][CH:19]=1.[I-].[K+]. The catalyst is CN(C)C=O.O. The product is [CH2:17]([O:1][C:2]1[CH:7]=[CH:6][C:5]([CH:8]([CH3:11])[C:9]#[N:10])=[CH:4][CH:3]=1)[C:18]1[CH:23]=[CH:22][CH:21]=[CH:20][CH:19]=1. The yield is 0.760. (9) The reactants are CC1(C)C2[CH:10]=[C:9]([C:12](=[O:30])[CH:13]=[CH:14][C:15]3[CH:29]=[CH:28][C:18]([C:19]([O:21][CH2:22][CH2:23][Si:24]([CH3:27])([CH3:26])[CH3:25])=[O:20])=[CH:17][CH:16]=3)[CH:8]=[CH:7]C=2C(C2C=CC(C)=CC=2)=CC1.[CH3:39][C:40]1([CH3:59])[C:48]2[C:43](=CC=C(C(=O)C)C=2)[C:42]([C:52]2[CH:57]=[CH:56][C:55]([CH3:58])=[CH:54][CH:53]=2)=[CH:41]1. No catalyst specified. The product is [CH3:39][C:40]1([CH3:59])[C:48]2[C:43](=[CH:7][CH:8]=[C:9]([C:12](=[O:30])[CH:13]=[CH:14][C:15]3[CH:16]=[CH:17][C:18]([C:19]([O:21][CH2:22][CH2:23][Si:24]([CH3:25])([CH3:26])[CH3:27])=[O:20])=[CH:28][CH:29]=3)[CH:10]=2)[C:42]([C:52]2[CH:53]=[CH:54][C:55]([CH3:58])=[CH:56][CH:57]=2)=[CH:41]1. The yield is 0.250. (10) The reactants are F[C:2]1[CH:3]=[C:4]2[C:9](=[CH:10][N:11]=1)[N:8]=[CH:7][C:6]([C:12]#[N:13])=[C:5]2[NH:14][C:15]1[CH:20]=[CH:19][CH:18]=[C:17]([CH:21]([CH3:23])[CH3:22])[CH:16]=1.[OH:24][CH2:25][CH2:26][N:27]1[CH2:32][CH2:31][O:30][CH2:29][CH2:28]1.C1COCC1. No catalyst specified. The product is [CH:21]([C:17]1[CH:16]=[C:15]([NH:14][C:5]2[C:4]3[C:9](=[CH:10][N:11]=[C:2]([O:24][CH2:25][CH2:26][N:27]4[CH2:32][CH2:31][O:30][CH2:29][CH2:28]4)[CH:3]=3)[N:8]=[CH:7][C:6]=2[C:12]#[N:13])[CH:20]=[CH:19][CH:18]=1)([CH3:23])[CH3:22]. The yield is 0.660.